Task: Predict the product of the given reaction.. Dataset: Forward reaction prediction with 1.9M reactions from USPTO patents (1976-2016) (1) Given the reactants Cl.[CH2:2]([N:9]1[CH2:16][CH:15]2[C:17](=[O:18])[CH:11]([CH2:12][O:13][CH2:14]2)[CH2:10]1)[C:3]1[CH:8]=[CH:7][CH:6]=[CH:5][CH:4]=1.O1CCCC1.[BH4-].[Na+], predict the reaction product. The product is: [CH2:2]([N:9]1[CH2:10][CH:11]2[CH:17]([OH:18])[CH:15]([CH2:14][O:13][CH2:12]2)[CH2:16]1)[C:3]1[CH:4]=[CH:5][CH:6]=[CH:7][CH:8]=1. (2) Given the reactants [F:1][C:2]1[CH:16]=[CH:15][C:5]([O:6][CH2:7][CH:8]2[CH2:14][CH2:13][CH2:12][CH2:11][NH:10][CH2:9]2)=[CH:4][C:3]=1[CH3:17].[N:18]1[N:19]([C:23]2[CH:31]=[CH:30][C:29]([CH3:32])=[CH:28][C:24]=2[C:25](O)=[O:26])[N:20]=[CH:21][CH:22]=1.C(Cl)CCl.C1C=CC2N(O)N=NC=2C=1, predict the reaction product. The product is: [F:1][C:2]1[CH:16]=[CH:15][C:5]([O:6][CH2:7][CH:8]2[CH2:14][CH2:13][CH2:12][CH2:11][N:10]([C:25](=[O:26])[C:24]3[CH:28]=[C:29]([CH3:32])[CH:30]=[CH:31][C:23]=3[N:19]3[N:20]=[CH:21][CH:22]=[N:18]3)[CH2:9]2)=[CH:4][C:3]=1[CH3:17].